Dataset: Catalyst prediction with 721,799 reactions and 888 catalyst types from USPTO. Task: Predict which catalyst facilitates the given reaction. (1) Reactant: Cl[C:2]1[N:7]=[N:6][C:5]([C:8]2[CH:13]=[CH:12][CH:11]=[CH:10][CH:9]=2)=[C:4]([C:14]2[CH:19]=[CH:18][N:17]=[CH:16][CH:15]=2)[CH:3]=1.[CH2:20]([NH:22][CH2:23][CH3:24])[CH3:21].C(OCC)(=O)C.CCCCCC. Product: [CH2:20]([N:22]([CH2:23][CH3:24])[C:2]1[N:7]=[N:6][C:5]([C:8]2[CH:13]=[CH:12][CH:11]=[CH:10][CH:9]=2)=[C:4]([C:14]2[CH:19]=[CH:18][N:17]=[CH:16][CH:15]=2)[CH:3]=1)[CH3:21]. The catalyst class is: 5. (2) Reactant: [F:1][C:2]1[CH:7]=[CH:6][C:5]([C:8]2[O:9][C:10]3[CH:20]=[CH:19][C:18]([C:21]4[C:22]([CH3:32])=[CH:23][C:24]([O:30][CH3:31])=[C:25]([CH:29]=4)[C:26]([OH:28])=O)=[CH:17][C:11]=3[C:12]=2[C:13](=[O:16])[NH:14][CH3:15])=[CH:4][CH:3]=1.[CH3:33][C:34]1[O:38][N:37]=[C:36]([C:39]2([NH2:42])[CH2:41][CH2:40]2)[CH:35]=1.C1C=CC2N(O)N=NC=2C=1.CCN=C=NCCCN(C)C.Cl.C(N(C(C)C)CC)(C)C. Product: [F:1][C:2]1[CH:3]=[CH:4][C:5]([C:8]2[O:9][C:10]3[CH:20]=[CH:19][C:18]([C:21]4[CH:29]=[C:25]([C:26](=[O:28])[NH:42][C:39]5([C:36]6[CH:35]=[C:34]([CH3:33])[O:38][N:37]=6)[CH2:41][CH2:40]5)[C:24]([O:30][CH3:31])=[CH:23][C:22]=4[CH3:32])=[CH:17][C:11]=3[C:12]=2[C:13]([NH:14][CH3:15])=[O:16])=[CH:6][CH:7]=1. The catalyst class is: 2. (3) Reactant: [F:1][C:2]1[CH:7]=[CH:6][C:5]([CH2:8][CH:9]([C:13]2[CH:18]=[CH:17][CH:16]=[C:15]([S:19]([CH3:22])(=[O:21])=[O:20])[CH:14]=2)[C:10]([OH:12])=O)=[CH:4][CH:3]=1.[NH2:23][C:24]1[O:25][C:26]2[CH:32]=[CH:31][CH:30]=[CH:29][C:27]=2[N:28]=1.CCN=C=NCCCN(C)C.Cl. Product: [O:25]1[C:26]2[CH:32]=[CH:31][CH:30]=[CH:29][C:27]=2[N:28]=[C:24]1[NH:23][C:10](=[O:12])[CH:9]([C:13]1[CH:18]=[CH:17][CH:16]=[C:15]([S:19]([CH3:22])(=[O:21])=[O:20])[CH:14]=1)[CH2:8][C:5]1[CH:4]=[CH:3][C:2]([F:1])=[CH:7][CH:6]=1. The catalyst class is: 64.